Dataset: Full USPTO retrosynthesis dataset with 1.9M reactions from patents (1976-2016). Task: Predict the reactants needed to synthesize the given product. (1) Given the product [NH:1]1[C:9]2[C:4](=[CH:5][CH:6]=[C:7]([C:10](=[O:12])[CH3:11])[CH:8]=2)[CH:3]=[N:2]1, predict the reactants needed to synthesize it. The reactants are: [NH:1]1[C:9]2[C:4](=[CH:5][CH:6]=[C:7]([CH:10]([OH:12])[CH3:11])[CH:8]=2)[CH:3]=[N:2]1.C1C=C[NH+]=CC=1.C1C=C[NH+]=CC=1.[O-][Cr](O[Cr]([O-])(=O)=O)(=O)=O. (2) Given the product [C:1]([C:5]1[CH:6]=[CH:7][C:8]([S:11]([N:14]([C:15]2[CH:20]=[CH:19][CH:18]=[C:17]([N:21]([CH3:23])[CH3:22])[CH:16]=2)[CH2:24][C:25]([N:30]([CH2:28][CH3:29])[CH2:31][C:32]2[CH:41]=[CH:40][C:39]3[C:34](=[CH:35][CH:36]=[CH:37][CH:38]=3)[N:33]=2)=[O:26])(=[O:13])=[O:12])=[CH:9][CH:10]=1)([CH3:3])([CH3:2])[CH3:4], predict the reactants needed to synthesize it. The reactants are: [C:1]([C:5]1[CH:10]=[CH:9][C:8]([S:11]([N:14]([CH2:24][C:25](O)=[O:26])[C:15]2[CH:20]=[CH:19][CH:18]=[C:17]([N:21]([CH3:23])[CH3:22])[CH:16]=2)(=[O:13])=[O:12])=[CH:7][CH:6]=1)([CH3:4])([CH3:3])[CH3:2].[CH2:28]([NH:30][CH2:31][C:32]1[CH:41]=[CH:40][C:39]2[C:34](=[CH:35][CH:36]=[CH:37][CH:38]=2)[N:33]=1)[CH3:29]. (3) Given the product [Br:1][C:2]1[C:7]([F:8])=[CH:6][C:5]([C:9](=[O:10])[CH2:14][CH3:15])=[CH:4][C:3]=1[F:16], predict the reactants needed to synthesize it. The reactants are: [Br:1][C:2]1[C:7]([F:8])=[CH:6][C:5]([C:9]2([CH2:14][CH3:15])OCC[O:10]2)=[CH:4][C:3]=1[F:16]. (4) Given the product [CH:13]([O:16][C:17]1[CH:25]=[CH:24][C:23]([S:26]([CH3:29])(=[O:28])=[O:27])=[CH:22][C:18]=1[C:19]([N:9]1[CH2:8][CH2:7][C:6]2[C:11](=[CH:12][C:3]([C:1]#[N:2])=[CH:4][CH:5]=2)[CH2:10]1)=[O:20])([CH3:15])[CH3:14], predict the reactants needed to synthesize it. The reactants are: [C:1]([C:3]1[CH:12]=[C:11]2[C:6]([CH2:7][CH2:8][NH:9][CH2:10]2)=[CH:5][CH:4]=1)#[N:2].[CH:13]([O:16][C:17]1[CH:25]=[CH:24][C:23]([S:26]([CH3:29])(=[O:28])=[O:27])=[CH:22][C:18]=1[C:19](O)=[O:20])([CH3:15])[CH3:14]. (5) Given the product [CH2:13]([C:15]1[CH:20]=[CH:19][C:18]([C:4]([C:6]2[S:7][CH:8]=[CH:9][C:10]=2[CH3:11])=[O:5])=[CH:17][CH:16]=1)[CH3:14], predict the reactants needed to synthesize it. The reactants are: CON(C)[C:4]([C:6]1[S:7][CH:8]=[CH:9][C:10]=1[CH3:11])=[O:5].[CH2:13]([C:15]1[CH:20]=[CH:19][C:18]([Mg]Br)=[CH:17][CH:16]=1)[CH3:14].